From a dataset of Full USPTO retrosynthesis dataset with 1.9M reactions from patents (1976-2016). Predict the reactants needed to synthesize the given product. (1) Given the product [CH3:17][N:5]1[C:6]2[C:25](=[CH:10][CH:9]=[C:8]([C:13]([OH:15])=[O:14])[CH:7]=2)[C:23]([CH3:22])([CH3:24])[C:4]1=[O:3], predict the reactants needed to synthesize it. The reactants are: [H-].[Na+].[O:3]=[C:4]1CC2[C:6](=[CH:7][C:8]([C:13]([O:15]C)=[O:14])=[CH:9][CH:10]=2)[NH:5]1.[CH3:17]I.O.[OH-].[Na+].[CH3:22][C:23](OC)([CH3:25])[CH3:24]. (2) Given the product [CH3:1][C:2]1[N:3]([C:25]([O:24][C:21]([CH3:23])([CH3:22])[CH3:20])=[O:26])[N:4]=[C:5]2[C:14]3[CH:13]=[C:12]4[CH:15]=[CH:16][CH:17]=[CH:18][C:11]4=[CH:10][C:9]=3[NH:8][C:7](=[O:19])[C:6]=12, predict the reactants needed to synthesize it. The reactants are: [CH3:1][C:2]1[NH:3][N:4]=[C:5]2[C:14]3[CH:13]=[C:12]4[CH:15]=[CH:16][CH:17]=[CH:18][C:11]4=[CH:10][C:9]=3[NH:8][C:7](=[O:19])[C:6]=12.[CH3:20][C:21]([O:24][C:25](O[C:25]([O:24][C:21]([CH3:23])([CH3:22])[CH3:20])=[O:26])=[O:26])([CH3:23])[CH3:22]. (3) Given the product [Cl:73][C:18]1[C:17]([C:43]([N:50]2[CH:54]3[CH2:25][CH2:24][CH:23]2[CH2:22][N:52]([CH3:51])[CH2:53]3)=[O:44])=[CH:16][CH:15]=[CH:14][N:9]=1, predict the reactants needed to synthesize it. The reactants are: C1C2C3=CC4[CH:14]=[CH:15][C:16](C(N)=O)=[CH:17][C:18]=4[N:9]3CC=CC=2C=CC=1.[CH:22]1C2[C:22]3=[CH:23][C:24]4[CH:22]=[CH:23][C:24](C(O)=O)=[CH:25][C:25]=4N3CC=CC=2[CH:25]=[CH:24][CH:23]=1.[C:43]([N:50]1[CH:54]=[CH:53][N:52]=[CH:51]1)(N1C=CN=C1)=[O:44].CN(C)S(N)(=O)=O.C1CCN2C(=NCCC2)CC1.[ClH:73]. (4) Given the product [CH3:13][O:14][C:15](=[O:27])[CH:16]([C:17]1[CH:22]=[CH:21][C:20]([Cl:23])=[C:19]([N+:24]([O-:26])=[O:25])[CH:18]=1)[CH2:29][CH:30]1[CH2:34][CH2:33][CH2:32][CH2:31]1, predict the reactants needed to synthesize it. The reactants are: C(NC(C)C)(C)C.C([Li])CCC.[CH3:13][O:14][C:15](=[O:27])[CH2:16][C:17]1[CH:22]=[CH:21][C:20]([Cl:23])=[C:19]([N+:24]([O-:26])=[O:25])[CH:18]=1.I[CH2:29][CH:30]1[CH2:34][CH2:33][CH2:32][CH2:31]1. (5) Given the product [Cl:1][C:2]1[N:3]=[C:4]([N:19]([CH2:20][CH3:21])[CH3:18])[C:5]2[CH2:10][CH2:9][CH:8]([C:11]3[CH:16]=[CH:15][CH:14]=[CH:13][CH:12]=3)[C:6]=2[N:7]=1, predict the reactants needed to synthesize it. The reactants are: [Cl:1][C:2]1[N:3]=[C:4](Cl)[C:5]2[CH2:10][CH2:9][CH:8]([C:11]3[CH:16]=[CH:15][CH:14]=[CH:13][CH:12]=3)[C:6]=2[N:7]=1.[CH3:18][NH:19][CH2:20][CH3:21].